Dataset: Catalyst prediction with 721,799 reactions and 888 catalyst types from USPTO. Task: Predict which catalyst facilitates the given reaction. (1) The catalyst class is: 35. Reactant: Cl[C:2]1[N:6]([CH3:7])[C:5]2[C:8]([N:12]3[C:16]([CH2:17][CH3:18])=[CH:15][C:14]([CH2:19][CH3:20])=[N:13]3)=[CH:9][CH:10]=[CH:11][C:4]=2[N:3]=1.[Cl:21][C:22]1[CH:27]=[C:26]([Cl:28])[CH:25]=[C:24]([CH3:29])[C:23]=1[OH:30].C(=O)([O-])[O-].[K+].[K+]. Product: [Cl:21][C:22]1[CH:27]=[C:26]([Cl:28])[CH:25]=[C:24]([CH3:29])[C:23]=1[O:30][C:2]1[N:6]([CH3:7])[C:5]2[C:8]([N:12]3[C:16]([CH2:17][CH3:18])=[CH:15][C:14]([CH2:19][CH3:20])=[N:13]3)=[CH:9][CH:10]=[CH:11][C:4]=2[N:3]=1. (2) Reactant: O[C:2]1[N:3]=[C:4]2[CH:17]=[CH:16][C:15]([NH:18][NH:19][C:20](=O)[C:21]3[CH:26]=[CH:25][CH:24]=[N:23][CH:22]=3)=[N:14][C:5]2=[N:6][C:7]=1[C:8]1[CH:13]=[CH:12][CH:11]=[CH:10][CH:9]=1.O=P(Cl)(Cl)[Cl:30]. Product: [Cl:30][C:2]1[N:3]=[C:4]2[CH:17]=[CH:16][C:15]3=[N:18][N:19]=[C:20]([C:21]4[CH:22]=[N:23][CH:24]=[CH:25][CH:26]=4)[N:14]3[C:5]2=[N:6][C:7]=1[C:8]1[CH:13]=[CH:12][CH:11]=[CH:10][CH:9]=1. The catalyst class is: 10. (3) Reactant: Cl[C:2]1[C:7]([C:8]([F:11])([F:10])[F:9])=[CH:6][N:5]=[C:4]([NH:12][C:13]2[CH:18]=[CH:17][C:16]([CH:19]3[CH2:24][CH2:23][N:22]([C:25]([O:27][C:28]([CH3:31])([CH3:30])[CH3:29])=[O:26])[CH2:21][CH2:20]3)=[CH:15][CH:14]=2)[N:3]=1.F[B-](F)(F)F.[C:37]([C:39]1[CH:44]=[CH:43][C:42]([C:45]([F:48])([F:47])[F:46])=[CH:41][C:40]=1[CH2:49][C:50]([O:52][CH3:53])=[O:51])#[CH:38]. Product: [CH3:53][O:52][C:50](=[O:51])[CH2:49][C:40]1[CH:41]=[C:42]([C:45]([F:47])([F:46])[F:48])[CH:43]=[CH:44][C:39]=1[C:37]#[C:38][C:2]1[C:7]([C:8]([F:11])([F:10])[F:9])=[CH:6][N:5]=[C:4]([NH:12][C:13]2[CH:18]=[CH:17][C:16]([CH:19]3[CH2:24][CH2:23][N:22]([C:25]([O:27][C:28]([CH3:31])([CH3:30])[CH3:29])=[O:26])[CH2:21][CH2:20]3)=[CH:15][CH:14]=2)[N:3]=1. The catalyst class is: 778. (4) Reactant: Cl[C:2]1[C:11]2[C:6](=[CH:7][C:8]([O:14][CH3:15])=[C:9]([O:12][CH3:13])[CH:10]=2)[N:5]=[CH:4][CH:3]=1.[OH2:16].Cl[C:18]1[CH:23]=[CH:22][CH:21]=[CH:20][C:19]=1Cl. Product: [CH3:13][O:12][C:9]1[CH:10]=[C:11]2[C:6](=[CH:7][C:8]=1[O:14][CH3:15])[N:5]=[CH:4][CH:3]=[C:2]2[O:16][C:18]1[C:19]2[C:20](=[CH:11][CH:2]=[CH:3][CH:4]=2)[CH:21]=[CH:22][CH:23]=1. The catalyst class is: 277. (5) Reactant: [F:1][C:2]1[CH:7]=[CH:6][C:5]([CH2:8][CH2:9][NH2:10])=[CH:4][CH:3]=1.[Cl:11][CH2:12][C:13](Cl)=[O:14]. Product: [Cl:11][CH2:12][C:13]([NH:10][CH2:9][CH2:8][C:5]1[CH:6]=[CH:7][C:2]([F:1])=[CH:3][CH:4]=1)=[O:14]. The catalyst class is: 1. (6) Reactant: [CH2:1]([N:3]([CH2:16][CH3:17])[C:4](=[O:15])[C:5]1[CH:10]=[CH:9][C:8](F)=[C:7]([N+:12]([O-:14])=[O:13])[CH:6]=1)[CH3:2].Cl.[CH3:19][NH2:20]. Product: [CH2:1]([N:3]([CH2:16][CH3:17])[C:4](=[O:15])[C:5]1[CH:10]=[CH:9][C:8]([NH:20][CH3:19])=[C:7]([N+:12]([O-:14])=[O:13])[CH:6]=1)[CH3:2]. The catalyst class is: 14. (7) Reactant: Br[C:2]1[C:11]2[C:6](=[CH:7][CH:8]=[C:9]([O:12][CH3:13])[CH:10]=2)[C:5](=[O:14])[NH:4][CH:3]=1.[NH:15]1[CH2:20][CH2:19][O:18][CH2:17][CH2:16]1.CCN(C(C)C)C(C)C. Product: [CH3:13][O:12][C:9]1[CH:10]=[C:11]2[C:6](=[CH:7][CH:8]=1)[C:5]([OH:14])=[N:4][CH:3]=[C:2]2[N:15]1[CH2:20][CH2:19][O:18][CH2:17][CH2:16]1. The catalyst class is: 196. (8) Reactant: Br[C:2]([Br:5])(Br)Br.C1(P(C2C=CC=CC=2)C2C=CC=CC=2)C=CC=CC=1.[O:25]1[CH2:30][CH2:29][N:28]([C:31]2[CH:36]=[CH:35][C:34]([NH:37][C:38]3[N:43]=[C:42]([S:44][C:45]4[CH:46]=[C:47](CO)[CH:48]=[CH:49][CH:50]=4)[CH:41]=[CH:40][N:39]=3)=[CH:33][CH:32]=2)[CH2:27][CH2:26]1. Product: [Br:5][CH2:2][C:49]1[CH:50]=[C:45]([S:44][C:42]2[CH:41]=[CH:40][N:39]=[C:38]([NH:37][C:34]3[CH:33]=[CH:32][C:31]([N:28]4[CH2:27][CH2:26][O:25][CH2:30][CH2:29]4)=[CH:36][CH:35]=3)[N:43]=2)[CH:46]=[CH:47][CH:48]=1. The catalyst class is: 4. (9) Reactant: [C:1]([O:5][C:6]([C:8]1[C:27]([F:28])=[CH:26][C:11]([O:12][C@@H:13]2[CH2:18][CH2:17][CH2:16][N:15](C(OC(C)(C)C)=O)[CH2:14]2)=[C:10]([CH:29]2[CH2:31][CH2:30]2)[CH:9]=1)=[O:7])(C)(C)C.S(=O)(=O)(O)O. Product: [CH:29]1([C:10]2[C:11]([O:12][C@@H:13]3[CH2:18][CH2:17][CH2:16][NH:15][CH2:14]3)=[CH:26][C:27]([F:28])=[C:8]([CH:9]=2)[C:6]([O:5][CH3:1])=[O:7])[CH2:30][CH2:31]1. The catalyst class is: 5.